The task is: Regression. Given a peptide amino acid sequence and an MHC pseudo amino acid sequence, predict their binding affinity value. This is MHC class I binding data.. This data is from Peptide-MHC class I binding affinity with 185,985 pairs from IEDB/IMGT. The peptide sequence is YEVPAALIL. The MHC is HLA-B07:02 with pseudo-sequence HLA-B07:02. The binding affinity (normalized) is 0.0847.